This data is from Forward reaction prediction with 1.9M reactions from USPTO patents (1976-2016). The task is: Predict the product of the given reaction. (1) Given the reactants Cl[C:2]1[C:11]2=[N:12][N:13](CC3C=CC(OC)=CC=3)[CH:14]=[C:10]2[C:9]2[CH:8]=[C:7]([O:24][CH3:25])[CH:6]=[CH:5][C:4]=2[N:3]=1.[CH3:26][S:27]([C:30]1[CH:31]=[C:32]([CH:34]=[CH:35][CH:36]=1)[NH2:33])(=[O:29])=[O:28].Cl, predict the reaction product. The product is: [CH3:25][O:24][C:7]1[CH:6]=[CH:5][C:4]2[N:3]=[C:2]([NH:33][C:32]3[CH:34]=[CH:35][CH:36]=[C:30]([S:27]([CH3:26])(=[O:29])=[O:28])[CH:31]=3)[C:11]3=[N:12][NH:13][CH:14]=[C:10]3[C:9]=2[CH:8]=1. (2) Given the reactants [Cl:1][C:2]1[CH:3]=[C:4](/[CH:9]=[CH:10]/[CH2:11][N:12]2[C:20]3[C:15](=[CH:16][C:17](OC(F)(F)F)=[CH:18][CH:19]=3)[C:14](=[O:26])[C:13]2=[O:27])[CH:5]=[CH:6][C:7]=1[Cl:8].N1C2C(=CC=CC=2)C(=O)C1=O.ClC1C=CC(/C=C/CCl)=CC=1Cl, predict the reaction product. The product is: [Cl:1][C:2]1[CH:3]=[C:4](/[CH:9]=[CH:10]/[CH2:11][N:12]2[C:20]3[C:15](=[CH:16][CH:17]=[CH:18][CH:19]=3)[C:14](=[O:26])[C:13]2=[O:27])[CH:5]=[CH:6][C:7]=1[Cl:8]. (3) Given the reactants [C:1]([OH:9])(=[O:8])[C:2]1[CH:7]=[CH:6][CH:5]=[CH:4][CH:3]=1.[C:10](=O)([OH:12])[O-:11].[Na+].[OH-].[Na+], predict the reaction product. The product is: [C:10]([OH:12])(=[O:11])[C:5]1[CH:6]=[CH:7][C:2]([C:1]([OH:9])=[O:8])=[CH:3][CH:4]=1. (4) Given the reactants [Br:1][C:2]1[CH:3]=[N:4][C:5]([NH:8][CH2:9][CH2:10][C@H:11]2[CH2:16][CH2:15][C@H:14]([CH2:17]OS(C)(=O)=O)[CH2:13][CH2:12]2)=[N:6][CH:7]=1.[CH3:23][NH:24][CH3:25].[Na+].[I-], predict the reaction product. The product is: [Br:1][C:2]1[CH:3]=[N:4][C:5]([NH:8][CH2:9][CH2:10][C@H:11]2[CH2:16][CH2:15][C@H:14]([CH2:17][N:24]([CH3:25])[CH3:23])[CH2:13][CH2:12]2)=[N:6][CH:7]=1. (5) Given the reactants CS([C:5]1[NH:9][C:8]2[CH:10]=[CH:11][CH:12]=[CH:13][C:7]=2[N:6]=1)(=O)=O.[OH:14][C:15]1[CH:16]=[C:17]([CH:29]=[CH:30][CH:31]=1)/[CH:18]=[C:19]1/[C:20](=[O:28])[N:21]([CH:25]([CH3:27])[CH3:26])[C:22](=[O:24])[S:23]/1.C(N(CC)CC)C, predict the reaction product. The product is: [NH:9]1[C:8]2[CH:10]=[CH:11][CH:12]=[CH:13][C:7]=2[N:6]=[C:5]1[O:14][C:15]1[CH:16]=[C:17]([CH:29]=[CH:30][CH:31]=1)/[CH:18]=[C:19]1/[C:20](=[O:28])[N:21]([CH:25]([CH3:27])[CH3:26])[C:22](=[O:24])[S:23]/1.